The task is: Binary Classification. Given a drug SMILES string, predict its activity (active/inactive) in a high-throughput screening assay against a specified biological target.. This data is from HIV replication inhibition screening data with 41,000+ compounds from the AIDS Antiviral Screen. (1) The drug is COc1cc2c(cc1OC)NC(C)=CC(C)=N2. The result is 0 (inactive). (2) The molecule is NCc1ccc(-c2ccc(-c3ccc(-c4ccc(CN)s4)s3)s2)s1. The result is 0 (inactive). (3) The drug is O=C1CCC(c2ccccc2)=NN1c1nc2ccccc2s1. The result is 0 (inactive). (4) The molecule is Cn1c(=O)c2nc(SSc3nc4c(=O)n(C)c(=O)n(C)c4[nH]3)[nH]c2n(C)c1=O. The result is 1 (active). (5) The drug is COc1cc(O)c2c(=O)oc3cc(O)cc(C)c3c2c1. The result is 0 (inactive). (6) The compound is COc1cc(C2C(C(=O)Nc3ccccc3)=C(C)NC(C)=C2C(=O)Nc2ccccc2)ccc1O. The result is 0 (inactive). (7) The molecule is CCOP(=O)(OCC)C(C)(CC)NC(=N)NC#N. The result is 0 (inactive).